Dataset: NCI-60 drug combinations with 297,098 pairs across 59 cell lines. Task: Regression. Given two drug SMILES strings and cell line genomic features, predict the synergy score measuring deviation from expected non-interaction effect. (1) Drug 1: COC1=CC(=CC(=C1O)OC)C2C3C(COC3=O)C(C4=CC5=C(C=C24)OCO5)OC6C(C(C7C(O6)COC(O7)C8=CC=CS8)O)O. Drug 2: CS(=O)(=O)OCCCCOS(=O)(=O)C. Cell line: MDA-MB-435. Synergy scores: CSS=-1.32, Synergy_ZIP=1.89, Synergy_Bliss=2.67, Synergy_Loewe=-24.2, Synergy_HSA=-7.46. (2) Drug 1: CN(C)N=NC1=C(NC=N1)C(=O)N. Drug 2: CC(C)(C#N)C1=CC(=CC(=C1)CN2C=NC=N2)C(C)(C)C#N. Cell line: HL-60(TB). Synergy scores: CSS=-0.613, Synergy_ZIP=-1.72, Synergy_Bliss=-14.0, Synergy_Loewe=-14.9, Synergy_HSA=-15.0. (3) Drug 1: CC1CCC2CC(C(=CC=CC=CC(CC(C(=O)C(C(C(=CC(C(=O)CC(OC(=O)C3CCCCN3C(=O)C(=O)C1(O2)O)C(C)CC4CCC(C(C4)OC)OCCO)C)C)O)OC)C)C)C)OC. Drug 2: CC1=C(C(=O)C2=C(C1=O)N3CC4C(C3(C2COC(=O)N)OC)N4)N. Cell line: SN12C. Synergy scores: CSS=36.7, Synergy_ZIP=-2.59, Synergy_Bliss=3.92, Synergy_Loewe=-6.48, Synergy_HSA=3.57. (4) Drug 1: CCC1=CC2CC(C3=C(CN(C2)C1)C4=CC=CC=C4N3)(C5=C(C=C6C(=C5)C78CCN9C7C(C=CC9)(C(C(C8N6C)(C(=O)OC)O)OC(=O)C)CC)OC)C(=O)OC.C(C(C(=O)O)O)(C(=O)O)O. Drug 2: C1=CC(=C2C(=C1NCCNCCO)C(=O)C3=C(C=CC(=C3C2=O)O)O)NCCNCCO. Cell line: OVCAR-8. Synergy scores: CSS=66.9, Synergy_ZIP=1.54, Synergy_Bliss=-0.301, Synergy_Loewe=0.788, Synergy_HSA=3.09. (5) Drug 1: CC(C)(C#N)C1=CC(=CC(=C1)CN2C=NC=N2)C(C)(C)C#N. Drug 2: CC1C(C(CC(O1)OC2CC(CC3=C2C(=C4C(=C3O)C(=O)C5=C(C4=O)C(=CC=C5)OC)O)(C(=O)CO)O)N)O.Cl. Cell line: HOP-92. Synergy scores: CSS=67.3, Synergy_ZIP=12.7, Synergy_Bliss=12.5, Synergy_Loewe=9.93, Synergy_HSA=12.9. (6) Drug 1: C1=CC(=CC=C1C#N)C(C2=CC=C(C=C2)C#N)N3C=NC=N3. Drug 2: CC1CCCC2(C(O2)CC(NC(=O)CC(C(C(=O)C(C1O)C)(C)C)O)C(=CC3=CSC(=N3)C)C)C. Cell line: HT29. Synergy scores: CSS=42.5, Synergy_ZIP=8.40, Synergy_Bliss=0.996, Synergy_Loewe=-27.6, Synergy_HSA=-0.561. (7) Drug 1: CCC1=C2CN3C(=CC4=C(C3=O)COC(=O)C4(CC)O)C2=NC5=C1C=C(C=C5)O. Drug 2: CCC1(C2=C(COC1=O)C(=O)N3CC4=CC5=C(C=CC(=C5CN(C)C)O)N=C4C3=C2)O.Cl. Cell line: MCF7. Synergy scores: CSS=23.6, Synergy_ZIP=-8.75, Synergy_Bliss=0.898, Synergy_Loewe=-17.3, Synergy_HSA=3.07. (8) Drug 1: COC1=CC(=CC(=C1O)OC)C2C3C(COC3=O)C(C4=CC5=C(C=C24)OCO5)OC6C(C(C7C(O6)COC(O7)C8=CC=CS8)O)O. Drug 2: C1C(C(OC1N2C=NC3=C(N=C(N=C32)Cl)N)CO)O. Cell line: M14. Synergy scores: CSS=39.3, Synergy_ZIP=-6.10, Synergy_Bliss=0.969, Synergy_Loewe=-4.17, Synergy_HSA=0.582.